This data is from Merck oncology drug combination screen with 23,052 pairs across 39 cell lines. The task is: Regression. Given two drug SMILES strings and cell line genomic features, predict the synergy score measuring deviation from expected non-interaction effect. Drug 1: Nc1ccn(C2OC(CO)C(O)C2(F)F)c(=O)n1. Drug 2: Cc1nc(Nc2ncc(C(=O)Nc3c(C)cccc3Cl)s2)cc(N2CCN(CCO)CC2)n1. Cell line: LNCAP. Synergy scores: synergy=4.78.